This data is from Experimentally validated miRNA-target interactions with 360,000+ pairs, plus equal number of negative samples. The task is: Binary Classification. Given a miRNA mature sequence and a target amino acid sequence, predict their likelihood of interaction. (1) The miRNA is mmu-miR-590-5p with sequence GAGCUUAUUCAUAAAAGUGCAG. The protein sequence of the target gene is MRMCDRGIQMLITTVGAFAAFSLMTIAVGTDYWLYSRGVCRTKSTSDNETSRKNEEVMTHSGLWRTCCLEGAFRGVCKKIDHFPEDADYEQDTAEYLLRAVRASSVFPILSVTLLFFGGLCVAASEFHRSRHNVILSAGIFFVSAGLSNIIGIIVYISANAGDPGQRDSKKSYSYGWSFYFGAFSFIIAEIVGVVAVHIYIEKHQQLRAKSHSEFLKKSTFARLPPYRYRFRRRSSSRSTEPRSRDLSPISKGFHTIPSTDISMFTLSRDPSKITMGTLLNSDRDHAFLQFHNSTPKEFK.... Result: 0 (no interaction). (2) The miRNA is hsa-miR-6516-5p with sequence UUUGCAGUAACAGGUGUGAGCA. The protein sequence of the target gene is MPALLLLGTVALLASAAGPAGARPSNDTSSVAPGPLPALLAHLRRLTGALAGGGSAAGTSANATKTSPASGTGAAARAPPPAELCHGYYDVMGQYDATFNCSTGSYRFCCGTCHYRFCCEHRHMRLAQASCSNYDTPRWATTPPPLAGGAGGAGGAGGGPGPGQAGWLEGGRAGGAGGRGGEGPGGSTAYVVCGVISFALAVGVGAKVAFSKASRAPRAHREINVPRALVDILRHQAGPATRPDRARSSSLTPGLGGPDSMAPRTPKNLYNTMKPSNLDNLHYNVNSPKHHAATLDWRAM.... Result: 0 (no interaction). (3) The miRNA is hsa-miR-4418 with sequence CACUGCAGGACUCAGCAG. The protein sequence of the target gene is MLLFVEVTSKGTGLNPNAKVWQEIPSGNPDGTPVTEPSWHETAATSGSHPEGHTELSEDMCKEYEVMYSPSCETTRNTADVEESADGMILGPEDLSYQLYDVSGESSSAISTEDLKECLKKQLEFCFSRENLSKDLYLISQMDSDQFVPIWTVANMEEIKKLTTNTDLILEVLRSSPMVQVDEKGEKVRPSHKRCIVILREIPETTPVEEVKALFKNENCPKVISCEFAHNSNWYITFQSDTDAQQAFKYLREEVKTFQGKPIMARIKAINTFFAKNGYRLMDSSMYTQPIQTPTQYPSP.... Result: 0 (no interaction). (4) The miRNA is hsa-miR-5581-3p with sequence UUCCAUGCCUCCUAGAAGUUCC. The protein sequence of the target gene is MRLRNGTVATALVFVTSFLTLSWYTTWQNGKEKLIAYQREFLALKERLRVAEHRISQRSSELNTIVQQFRRAGAETNGSKTALSTISDNTIKLLKELTSKKSLRVPSIYYHLPHLLQNERSLQPAVQIGSGRTGVSIVMGIPTVKREVKSYLVETLHSLIDNLYPEEKLDCVIVVFIGETDLDYVHSVVANLEKEFSREISSGLLEIISPPESYYPDLTNLKETFGDSKERVRWRTKQNLDYCFLMMYAQEKGIYYIQLEDDIIVKQNYFNTIKNFALQLSSEEWMILEFSQLGFIGKMF.... Result: 0 (no interaction). (5) The miRNA is hsa-miR-203a-5p with sequence AGUGGUUCUUAACAGUUCAACAGUU. The protein sequence of the target gene is MWTSGRMSNAKNWLGLGMSLYFWGLMDLTTTVLSDTPTPQGELEALLSDKPQSHQRTKRSWVWNQFFVLEEYTGTDPLYVGKLHSDMDRGDGSIKYILSGEGAGIVFTIDDTTGDIHAIQRLDREERAQYTLRAQALDRRTGRPMEPESEFIIKIQDINDNEPKFLDGPYVATVPEMSPVGTSVIQVTATDADDPTYGNSARVVYSILQGQPYFSVDSKTGVIRTALMNMDREAKEYYEVIIQAKDMGGQLGGLAGTTTVNITLSDVNDNPPRFPQKHYQMSVLESAPISSTVGRVFAKD.... Result: 0 (no interaction).